From a dataset of Full USPTO retrosynthesis dataset with 1.9M reactions from patents (1976-2016). Predict the reactants needed to synthesize the given product. (1) The reactants are: C(O)(C(F)(F)F)=O.[F:8][C:9]1[CH:10]=[C:11]2[C:16](=[CH:17][CH:18]=1)[N:15]=[CH:14][CH:13]=[C:12]2[N:19]1[CH2:24][CH2:23][CH:22]([CH2:25][NH2:26])[CH2:21][CH2:20]1.CCN(C(C)C)C(C)C.[Cl:36][C:37]1[CH:38]=[C:39]([CH:43]=[CH:44][C:45]=1[Cl:46])[C:40](Cl)=[O:41]. Given the product [Cl:36][C:37]1[CH:38]=[C:39]([CH:43]=[CH:44][C:45]=1[Cl:46])[C:40]([NH:26][CH2:25][CH:22]1[CH2:23][CH2:24][N:19]([C:12]2[C:11]3[C:16](=[CH:17][CH:18]=[C:9]([F:8])[CH:10]=3)[N:15]=[CH:14][CH:13]=2)[CH2:20][CH2:21]1)=[O:41], predict the reactants needed to synthesize it. (2) Given the product [CH2:13]([O:4][C:3]1[CH:5]=[CH:6][CH:7]=[CH:8][C:2]=1[C:1]([OH:10])=[O:9])[CH2:14][CH2:15][CH3:16], predict the reactants needed to synthesize it. The reactants are: [C:1]([O:10]CC)(=[O:9])[C:2]1[C:3](=[CH:5][CH:6]=[CH:7][CH:8]=1)[OH:4].[CH2:13](Br)[CH2:14][CH2:15][CH3:16].C(=O)([O-])[O-].[K+].[K+].[OH-].[Na+]. (3) Given the product [C:14]([O:17][C:18]([N:1]1[C:9]2[C:4](=[CH:5][CH:6]=[CH:7][CH:8]=2)[C:3]([CH2:10][C:11]#[N:12])=[CH:2]1)=[O:19])([CH3:16])([CH3:15])[CH3:13], predict the reactants needed to synthesize it. The reactants are: [NH:1]1[C:9]2[C:4](=[CH:5][CH:6]=[CH:7][CH:8]=2)[C:3]([CH2:10][C:11]#[N:12])=[CH:2]1.[CH3:13][C:14]([O:17][C:18](O[C:18]([O:17][C:14]([CH3:16])([CH3:15])[CH3:13])=[O:19])=[O:19])([CH3:16])[CH3:15]. (4) Given the product [Cl:1][C:2]1[C:3]([C:32]2[C:40]3[C:35](=[CH:36][CH:37]=[CH:38][CH:39]=3)[NH:34][CH:33]=2)=[N:4][C:5]([NH:8][CH:9]2[CH2:14][CH2:13][CH2:12][N:11]([C:15]([C:17]3[CH:18]=[CH:19][C:20]([NH:23][C:24](=[O:31])/[CH:25]=[CH:26]/[CH2:27][N:28]([CH3:29])[CH3:30])=[CH:21][CH:22]=3)=[O:16])[CH2:10]2)=[N:6][CH:7]=1, predict the reactants needed to synthesize it. The reactants are: [Cl:1][C:2]1[C:3]([C:32]2[C:40]3[C:35](=[CH:36][CH:37]=[CH:38][CH:39]=3)[N:34](S(C3C=CC=CC=3)(=O)=O)[CH:33]=2)=[N:4][C:5]([NH:8][CH:9]2[CH2:14][CH2:13][CH2:12][N:11]([C:15]([C:17]3[CH:22]=[CH:21][C:20]([NH:23][C:24](=[O:31])/[CH:25]=[CH:26]/[CH2:27][N:28]([CH3:30])[CH3:29])=[CH:19][CH:18]=3)=[O:16])[CH2:10]2)=[N:6][CH:7]=1.[OH-].[Na+]. (5) Given the product [Cl:10][C:11]1[CH:12]=[C:13]2[C:18](=[CH:19][N:20]=1)[CH2:17][N:16]([C:1]([C:2]1[CH:3]=[N:4][CH:5]=[CH:6][CH:7]=1)=[O:8])[CH2:15][CH2:14]2, predict the reactants needed to synthesize it. The reactants are: [C:1](Cl)(=[O:8])[C:2]1[CH:7]=[CH:6][CH:5]=[N:4][CH:3]=1.[Cl:10][C:11]1[CH:12]=[C:13]2[C:18](=[CH:19][N:20]=1)[CH2:17][NH:16][CH2:15][CH2:14]2.C(N(CC)CC)C. (6) Given the product [Cl:1][C:2]1[CH:27]=[C:26]([Cl:28])[CH:25]=[CH:24][C:3]=1[O:4][C:5]1[CH:10]=[CH:9][CH:8]=[CH:7][C:6]=1[NH:11][S:12]([C:15]1[CH:23]=[CH:22][C:18]([C:19]([N:39]2[CH2:40][CH2:41][N:36]([CH2:35][C:30]3[CH:31]=[CH:32][CH:33]=[CH:34][N:29]=3)[CH2:37][CH2:38]2)=[O:21])=[CH:17][CH:16]=1)(=[O:13])=[O:14], predict the reactants needed to synthesize it. The reactants are: [Cl:1][C:2]1[CH:27]=[C:26]([Cl:28])[CH:25]=[CH:24][C:3]=1[O:4][C:5]1[CH:10]=[CH:9][CH:8]=[CH:7][C:6]=1[NH:11][S:12]([C:15]1[CH:23]=[CH:22][C:18]([C:19]([OH:21])=O)=[CH:17][CH:16]=1)(=[O:14])=[O:13].[N:29]1[CH:34]=[CH:33][CH:32]=[CH:31][C:30]=1[CH2:35][N:36]1[CH2:41][CH2:40][NH:39][CH2:38][CH2:37]1.